The task is: Predict which catalyst facilitates the given reaction.. This data is from Catalyst prediction with 721,799 reactions and 888 catalyst types from USPTO. Reactant: [F:1][C:2]1[CH:3]=[CH:4][C:5]([C:8]2[N:12]=[C:11]([C:13]3[CH:18]=[C:17]([C:19]4[NH:23][N:22]=[N:21][N:20]=4)[CH:16]=[C:15]([F:24])[CH:14]=3)[O:10][N:9]=2)=[N:6][CH:7]=1.[N+](=[CH2:27])=[N-]. Product: [F:24][C:15]1[CH:14]=[C:13]([C:11]2[O:10][N:9]=[C:8]([C:5]3[CH:4]=[CH:3][C:2]([F:1])=[CH:7][N:6]=3)[N:12]=2)[CH:18]=[C:17]([C:19]2[N:23]([CH3:27])[N:22]=[N:21][N:20]=2)[CH:16]=1. The catalyst class is: 7.